From a dataset of Forward reaction prediction with 1.9M reactions from USPTO patents (1976-2016). Predict the product of the given reaction. (1) The product is: [C:28]([C:30]1[CH:35]=[CH:34][CH:33]=[CH:32][C:31]=1[C:2]1[CH:17]=[CH:16][C:5]([C:6]([NH:8][CH2:9][C:10]2[CH:11]=[N:12][CH:13]=[CH:14][CH:15]=2)=[O:7])=[C:4]([NH:18][CH2:19][CH2:20][C:21]2[CH:26]=[CH:25][CH:24]=[C:23]([F:27])[CH:22]=2)[N:3]=1)#[N:29]. Given the reactants Cl[C:2]1[CH:17]=[CH:16][C:5]([C:6]([NH:8][CH2:9][C:10]2[CH:11]=[N:12][CH:13]=[CH:14][CH:15]=2)=[O:7])=[C:4]([NH:18][CH2:19][CH2:20][C:21]2[CH:26]=[CH:25][CH:24]=[C:23]([F:27])[CH:22]=2)[N:3]=1.[C:28]([C:30]1[CH:35]=[CH:34][CH:33]=[CH:32][C:31]=1B(O)O)#[N:29].C([O-])([O-])=O.[K+].[K+], predict the reaction product. (2) Given the reactants [NH2:1][C:2]1[C:7]([CH:8]=O)=[CH:6][C:5]([Br:10])=[CH:4][N:3]=1.[C:11](OCC)(=[O:18])[CH2:12][C:13]([O:15][CH2:16][CH3:17])=[O:14].N1CCCCC1, predict the reaction product. The product is: [CH2:16]([O:15][C:13]([C:12]1[C:11](=[O:18])[NH:1][C:2]2[C:7]([CH:8]=1)=[CH:6][C:5]([Br:10])=[CH:4][N:3]=2)=[O:14])[CH3:17]. (3) The product is: [N:35]1[N:36]2[C:5]([C:7]3[CH:8]=[C:9]([S:17]([NH:20][C@H:21]4[CH2:26][CH2:25][CH2:24][C@@H:23]([N:27]5[CH:28]=[N:29][N:30]=[CH:31]5)[CH2:22]4)(=[O:18])=[O:19])[CH:10]=[C:11]([C:13]([F:14])([F:16])[F:15])[CH:12]=3)=[CH:4][CH:3]=[N:2][C:32]2=[CH:38][CH:34]=1. Given the reactants C[N:2]([CH3:32])/[CH:3]=[CH:4]/[C:5]([C:7]1[CH:8]=[C:9]([S:17]([NH:20][C@H:21]2[CH2:26][CH2:25][CH2:24][C@@H:23]([N:27]3[CH:31]=[N:30][N:29]=[CH:28]3)[CH2:22]2)(=[O:19])=[O:18])[CH:10]=[C:11]([C:13]([F:16])([F:15])[F:14])[CH:12]=1)=O.N[C:34]1[CH:38]=C[NH:36][N:35]=1, predict the reaction product. (4) Given the reactants [C@@H:1]12[C:7]([CH3:9])([CH3:8])[CH:6]1[CH2:5][CH:4]=[C:3]([CH3:10])[CH2:2]2.[N+](=[CH:13][C:14]([O:16][CH2:17][CH3:18])=[O:15])=[N-], predict the reaction product. The product is: [CH3:10][C@@:3]12[C@@H:13]([C:14]([O:16][CH2:17][CH3:18])=[O:15])[CH:4]1[CH2:5][C@@H:6]1[C@@H:1]([C:7]1([CH3:9])[CH3:8])[CH2:2]2. (5) Given the reactants [CH3:1][O:2][C:3]1[CH:8]=[CH:7][CH:6]=[CH:5][C:4]=1[S:9][C:10]1[CH:15]=[CH:14][C:13](/[CH:16]=[CH:17]/[C:18]([N:20]2[CH2:31][CH2:30][C:23]3([NH:27]C(=O)N[C:24]3=[O:29])[CH2:22][CH2:21]2)=[O:19])=[C:12]([Cl:32])[C:11]=1[Cl:33].[O:34](C(OC(C)(C)C)=O)C(OC(C)(C)C)=O.C(N(CC)CC)C.[OH-].[Na+], predict the reaction product. The product is: [CH3:1][O:2][C:3]1[CH:8]=[CH:7][CH:6]=[CH:5][C:4]=1[S:9][C:10]1[CH:15]=[CH:14][C:13](/[CH:16]=[CH:17]/[C:18]([N:20]2[CH2:31][CH2:30][C:23]([NH2:27])([C:24]([OH:34])=[O:29])[CH2:22][CH2:21]2)=[O:19])=[C:12]([Cl:32])[C:11]=1[Cl:33]. (6) Given the reactants [CH2:1]([O:3][C:4](=[O:13])[C:5]1[C:10](Cl)=[CH:9][C:8]([Cl:12])=[N:7][CH:6]=1)[CH3:2].[CH2:14]([O:16][C:17](=[O:30])[CH2:18][CH2:19][NH:20][C:21]1[CH:22]=[C:23]2[C:27](=[CH:28][CH:29]=1)[CH2:26][CH2:25][CH2:24]2)[CH3:15].C(N(CC)CC)C, predict the reaction product. The product is: [CH2:1]([O:3][C:4](=[O:13])[C:5]1[C:10]([N:20]([CH2:19][CH2:18][C:17]([O:16][CH2:14][CH3:15])=[O:30])[C:21]2[CH:22]=[C:23]3[C:27](=[CH:28][CH:29]=2)[CH2:26][CH2:25][CH2:24]3)=[CH:9][C:8]([Cl:12])=[N:7][CH:6]=1)[CH3:2]. (7) Given the reactants C(OCCC[Si](OC)(OC)OC)(=O)C=C.Cl.[C:17]([O:20][CH:21]([CH3:25])[CH2:22][O:23][CH3:24])(=[O:19])[CH3:18].[CH3:26][O:27][CH2:28][CH:29]([OH:31])[CH3:30], predict the reaction product. The product is: [C:17]([O:20][CH:21]([CH3:25])[CH2:22][O:23][CH3:24])(=[O:19])[CH3:18].[CH3:26][O:27][CH2:28][CH:29]([OH:31])[CH3:30].